From a dataset of Forward reaction prediction with 1.9M reactions from USPTO patents (1976-2016). Predict the product of the given reaction. (1) The product is: [Cl:1][C:2]1[CH:3]=[CH:4][C:5]([C:8]2[CH:13]=[CH:12][N:11]=[C:10]([NH:14][C:15]3[CH:16]=[CH:17][C:18]([C:21]([N:23]4[CH2:24][CH2:25][N:26]([CH2:29][C:30]([NH:39][CH2:37][CH3:36])=[O:32])[CH2:27][CH2:28]4)=[O:22])=[CH:19][CH:20]=3)[N:9]=2)=[CH:6][CH:7]=1. Given the reactants [Cl:1][C:2]1[CH:7]=[CH:6][C:5]([C:8]2[CH:13]=[CH:12][N:11]=[C:10]([NH:14][C:15]3[CH:20]=[CH:19][C:18]([C:21]([N:23]4[CH2:28][CH2:27][N:26]([CH2:29][C:30]([OH:32])=O)[CH2:25][CH2:24]4)=[O:22])=[CH:17][CH:16]=3)[N:9]=2)=[CH:4][CH:3]=1.C1C=C[C:36]2N(O)N=[N:39][C:37]=2C=1.CCN=C=NCCCN(C)C.C(N)C, predict the reaction product. (2) The product is: [Cl:8][C:3]1[C:2]([S:13]([Cl:16])(=[O:15])=[O:14])=[CH:7][CH:6]=[CH:5][N:4]=1. Given the reactants N[C:2]1[C:3]([Cl:8])=[N:4][CH:5]=[CH:6][CH:7]=1.N([O-])=O.[Na+].[S:13](=[O:15])=[O:14].[ClH:16], predict the reaction product. (3) Given the reactants [CH3:1][S:2]([C:5]1[N:10]=[CH:9][C:8]([O:11][C:12]2[CH:13]=[C:14]3[C:18](=[CH:19][CH:20]=2)[NH:17][C:16]([C:21]2[S:22][CH:23]([CH2:26][C:27](O)=[O:28])[CH2:24][N:25]=2)=[CH:15]3)=[CH:7][CH:6]=1)(=[O:4])=[O:3].O.O[N:32]1[C:36]2C=CC=C[C:35]=2N=N1.Cl.C(N=C=NCCCN(C)C)C.O1CCCC1.C(N)C, predict the reaction product. The product is: [CH2:36]([NH:32][C:27](=[O:28])[CH2:26][CH:23]1[S:22][C:21]([C:16]2[NH:17][C:18]3[C:14]([CH:15]=2)=[CH:13][C:12]([O:11][C:8]2[CH:9]=[N:10][C:5]([S:2]([CH3:1])(=[O:4])=[O:3])=[CH:6][CH:7]=2)=[CH:20][CH:19]=3)=[N:25][CH2:24]1)[CH3:35]. (4) Given the reactants [CH:1]1([C:4]2[C:5]([N:13]3[CH2:18][CH2:17][N:16]([C:19]([C:21]4[CH:26]=[CH:25][C:24](I)=[CH:23][CH:22]=4)=[O:20])[CH2:15][CH2:14]3)=[N:6][CH:7]=[C:8]([CH:10]3[CH2:12][CH2:11]3)[CH:9]=2)[CH2:3][CH2:2]1.[CH2:28]([O:30][C:31](=[O:33])[NH2:32])[CH3:29], predict the reaction product. The product is: [CH2:28]([O:30][C:31](=[O:33])[NH:32][C:24]1[CH:25]=[CH:26][C:21]([C:19]([N:16]2[CH2:15][CH2:14][N:13]([C:5]3[C:4]([CH:1]4[CH2:3][CH2:2]4)=[CH:9][C:8]([CH:10]4[CH2:11][CH2:12]4)=[CH:7][N:6]=3)[CH2:18][CH2:17]2)=[O:20])=[CH:22][CH:23]=1)[CH3:29].